The task is: Predict the reaction yield, written as a fraction of the theoretical maximum amount of product (1.0 means a 100% yield; for example, 0.34 means a 34% yield).. This data is from Reaction yield outcomes from USPTO patents with 853,638 reactions. (1) The reactants are C(OC([N:8]1[CH2:13][CH2:12][C:11]([CH2:16][C:17]2[CH:22]=[CH:21][C:20]([F:23])=[CH:19][CH:18]=2)([CH2:14][OH:15])[CH2:10][CH2:9]1)=O)(C)(C)C.FC(F)(F)C(O)=O. The catalyst is C(Cl)Cl. The product is [F:23][C:20]1[CH:21]=[CH:22][C:17]([CH2:16][C:11]2([CH2:14][OH:15])[CH2:12][CH2:13][NH:8][CH2:9][CH2:10]2)=[CH:18][CH:19]=1. The yield is 0.770. (2) The reactants are [C:1]([O:5][C:6]([N:8]1[CH2:12][C@H:11]([OH:13])[CH2:10][C@@H:9]1[C:14]([OH:16])=[O:15])=[O:7])([CH3:4])([CH3:3])[CH3:2].N1C=CN=C1.CN(C1C=CC=CN=1)C.[Si:31](Cl)([C:34]([CH3:37])([CH3:36])[CH3:35])([CH3:33])[CH3:32]. The catalyst is CN(C=O)C.CCOC(C)=O. The product is [C:1]([O:5][C:6]([N:8]1[CH2:12][C@H:11]([O:13][Si:31]([C:34]([CH3:37])([CH3:36])[CH3:35])([CH3:33])[CH3:32])[CH2:10][C@@H:9]1[C:14]([OH:16])=[O:15])=[O:7])([CH3:4])([CH3:2])[CH3:3]. The yield is 0.840. (3) The reactants are [H-].[Al+3].[Li+].[H-].[H-].[H-].[CH3:7][CH:8]([S:10]([NH:13][CH:14]1[C:22]2[C:17](=[CH:18][C:19]([C:23](OC)=[O:24])=[CH:20][CH:21]=2)[CH2:16][CH2:15]1)(=[O:12])=[O:11])[CH3:9]. The catalyst is O1CCCC1. The product is [OH:24][CH2:23][C:19]1[CH:18]=[C:17]2[C:22](=[CH:21][CH:20]=1)[CH:14]([NH:13][S:10]([CH:8]([CH3:9])[CH3:7])(=[O:12])=[O:11])[CH2:15][CH2:16]2. The yield is 0.740. (4) The reactants are [C:1]1([C:7]2[CH:8]=[CH:9][C:10]([NH2:13])=[N:11][CH:12]=2)[CH:6]=[CH:5][CH:4]=[CH:3][CH:2]=1.Br[CH2:15][C:16]([C:18]1[CH:23]=[CH:22][C:21]([Br:24])=[CH:20][CH:19]=1)=O.C(=O)([O-])O.[Na+]. The catalyst is C(O)C. The product is [Br:24][C:21]1[CH:22]=[CH:23][C:18]([C:16]2[N:13]=[C:10]3[CH:9]=[CH:8][C:7]([C:1]4[CH:2]=[CH:3][CH:4]=[CH:5][CH:6]=4)=[CH:12][N:11]3[CH:15]=2)=[CH:19][CH:20]=1. The yield is 0.490. (5) The reactants are [Br:1][C:2]1[C:11]2[C:6](=[CH:7][C:8]([C:12]3[N:13]=[C:14]([C:17]4[CH:22]=[CH:21][CH:20]=[CH:19][CH:18]=4)[S:15][CH:16]=3)=[CH:9][CH:10]=2)[CH:5]=[CH:4][C:3]=1[O:23][CH:24]([CH2:29][C:30]1[CH:35]=[CH:34][CH:33]=[CH:32][CH:31]=1)[C:25]([O:27]C)=[O:26].[OH-].[Na+]. The catalyst is C1COCC1.CO.O. The product is [Br:1][C:2]1[C:11]2[C:6](=[CH:7][C:8]([C:12]3[N:13]=[C:14]([C:17]4[CH:18]=[CH:19][CH:20]=[CH:21][CH:22]=4)[S:15][CH:16]=3)=[CH:9][CH:10]=2)[CH:5]=[CH:4][C:3]=1[O:23][CH:24]([CH2:29][C:30]1[CH:31]=[CH:32][CH:33]=[CH:34][CH:35]=1)[C:25]([OH:27])=[O:26]. The yield is 0.920. (6) The reactants are [C:1](Cl)(=[O:4])[CH:2]=[CH2:3].[CH2:6]([O:8][C:9](=[O:17])[C:10]1[CH:15]=[CH:14][C:13]([NH2:16])=[CH:12][CH:11]=1)[CH3:7].C(N(CC)CC)C. The catalyst is ClCCl. The product is [CH2:6]([O:8][C:9](=[O:17])[C:10]1[CH:15]=[CH:14][C:13]([NH:16][C:1](=[O:4])[CH:2]=[CH2:3])=[CH:12][CH:11]=1)[CH3:7]. The yield is 0.760. (7) The reactants are [NH2:1][C:2]1[CH:15]=[CH:14][C:13]([Cl:16])=[CH:12][C:3]=1[C:4]([C:6]1[CH:11]=[CH:10][CH:9]=[CH:8][CH:7]=1)=O.[Cl:17][CH2:18][C:19](=O)[CH2:20][C:21]([O:23][CH2:24][CH3:25])=[O:22].[O-]S(C(F)(F)F)(=O)=O.[Yb+3].[O-]S(C(F)(F)F)(=O)=O.[O-]S(C(F)(F)F)(=O)=O. The catalyst is C(O)C. The product is [Cl:16][C:13]1[CH:12]=[C:3]2[C:2](=[CH:15][CH:14]=1)[N:1]=[C:19]([CH2:18][Cl:17])[C:20]([C:21]([O:23][CH2:24][CH3:25])=[O:22])=[C:4]2[C:6]1[CH:11]=[CH:10][CH:9]=[CH:8][CH:7]=1. The yield is 0.930. (8) The reactants are [CH2:1]([OH:13])[CH2:2][CH2:3][CH2:4][CH2:5][CH2:6][CH2:7][CH2:8][CH2:9][CH2:10][CH2:11][CH3:12].[Cl:14][CH2:15][C:16](O)=[O:17].S(=O)(=O)(O)O. The catalyst is C1C=CC=CC=1. The product is [Cl:14][CH2:15][C:16]([O:13][CH2:1][CH2:2][CH2:3][CH2:4][CH2:5][CH2:6][CH2:7][CH2:8][CH2:9][CH2:10][CH2:11][CH3:12])=[O:17]. The yield is 0.900. (9) The reactants are COC1C=CC(P2(SP(C3C=CC(OC)=CC=3)(=S)S2)=[S:10])=CC=1.[N:23]1([C:29]2[CH:34]=[CH:33][C:32]([C:35]([F:38])([F:37])[F:36])=[CH:31][C:30]=2[NH:39][C:40](=O)[C:41]2[CH:46]=[CH:45][N:44]=[CH:43][CH:42]=2)[CH2:28][CH2:27][CH2:26][CH2:25][CH2:24]1.[OH-].[Na+]. The catalyst is C1(C)C=CC=CC=1. The product is [N:23]1([C:29]2[CH:34]=[CH:33][C:32]([C:35]([F:38])([F:37])[F:36])=[CH:31][C:30]=2[NH:39][C:40](=[S:10])[C:41]2[CH:46]=[CH:45][N:44]=[CH:43][CH:42]=2)[CH2:28][CH2:27][CH2:26][CH2:25][CH2:24]1. The yield is 0.337.